This data is from Blood-brain barrier penetration binary classification data from Martins et al.. The task is: Regression/Classification. Given a drug SMILES string, predict its absorption, distribution, metabolism, or excretion properties. Task type varies by dataset: regression for continuous measurements (e.g., permeability, clearance, half-life) or binary classification for categorical outcomes (e.g., BBB penetration, CYP inhibition). Dataset: bbb_martins. (1) The compound is CC1=NN(c2ccccc2)C(=O)C1. The result is 1 (penetrates BBB). (2) The drug is O=S(=O)(c1ccc2cc[nH]c2c1)N1CCCC1CCN1CCC(Oc2cccc(Cl)c2)CC1. The result is 1 (penetrates BBB). (3) The compound is CC(=O)C1CCC2C3CC=C4CC(OC(=O)CCC(=O)O)CCC4(C)C3CCC12C. The result is 1 (penetrates BBB). (4) The result is 1 (penetrates BBB). The drug is CCS(=O)(=O)C(C)(C)S(=O)(=O)CC.